This data is from Catalyst prediction with 721,799 reactions and 888 catalyst types from USPTO. The task is: Predict which catalyst facilitates the given reaction. Reactant: [O:1]=[C:2]1[CH:7]=[CH:6][N:5]([C:8]2[CH:13]=[CH:12][CH:11]=[C:10]([C:14]([F:17])([F:16])[F:15])[CH:9]=2)[N:4]=[C:3]1[C:18]([NH:20][NH2:21])=O.CO[C:24](OC)(N(C)C)[CH3:25].C(O)(=O)C.[NH2:35][C:36]1[CH:41]=[CH:40][CH:39]=[CH:38][CH:37]=1. Product: [CH3:24][C:25]1[N:35]([C:36]2[CH:41]=[CH:40][CH:39]=[CH:38][CH:37]=2)[C:18]([C:3]2[C:2](=[O:1])[CH:7]=[CH:6][N:5]([C:8]3[CH:13]=[CH:12][CH:11]=[C:10]([C:14]([F:17])([F:16])[F:15])[CH:9]=3)[N:4]=2)=[N:20][N:21]=1. The catalyst class is: 10.